This data is from Full USPTO retrosynthesis dataset with 1.9M reactions from patents (1976-2016). The task is: Predict the reactants needed to synthesize the given product. (1) Given the product [Br:8][C:21]1[C:20]2[C:24](=[CH:25][CH:26]=[C:18]([O:17][CH2:16][CH2:15][O:14][Si:13]([C:10]([CH3:11])([CH3:9])[CH3:12])([CH3:33])[CH3:32])[CH:19]=2)[NH:23][C:22]=1[C:27]([O:29][CH2:30][CH3:31])=[O:28], predict the reactants needed to synthesize it. The reactants are: C1C(=O)N([Br:8])C(=O)C1.[CH3:9][C:10]([Si:13]([CH3:33])([CH3:32])[O:14][CH2:15][CH2:16][O:17][C:18]1[CH:19]=[C:20]2[C:24](=[CH:25][CH:26]=1)[NH:23][C:22]([C:27]([O:29][CH2:30][CH3:31])=[O:28])=[CH:21]2)([CH3:12])[CH3:11]. (2) Given the product [C:1]([O:5][C@@H:6]([C:11]1[C:36]([CH3:37])=[CH:35][C:14]2[N:15]=[C:16]([C:18]3[CH:19]=[N:20][C:21]([CH3:34])=[C:22]([C:24]4[N:29]=[C:28]5[CH:30]=[N:31][N:32]([CH3:33])[C:27]5=[CH:26][CH:25]=4)[CH:23]=3)[S:17][C:13]=2[C:12]=1[C:38]1[CH:39]=[CH:40][C:41]([Cl:44])=[CH:42][CH:43]=1)[C:7]([OH:9])=[O:8])([CH3:4])([CH3:2])[CH3:3], predict the reactants needed to synthesize it. The reactants are: [C:1]([O:5][C@@H:6]([C:11]1[C:36]([CH3:37])=[CH:35][C:14]2[N:15]=[C:16]([C:18]3[CH:19]=[N:20][C:21]([CH3:34])=[C:22]([C:24]4[N:29]=[C:28]5[CH:30]=[N:31][N:32]([CH3:33])[C:27]5=[CH:26][CH:25]=4)[CH:23]=3)[S:17][C:13]=2[C:12]=1[C:38]1[CH:43]=[CH:42][C:41]([Cl:44])=[CH:40][CH:39]=1)[C:7]([O:9]C)=[O:8])([CH3:4])([CH3:3])[CH3:2].[OH-].[Na+]. (3) Given the product [C:1]1([C:6]2[CH:7]=[C:8]([CH2:9][OH:10])[CH:14]=[CH:15][CH:16]=2)[CH2:5][CH2:4][CH2:3][CH:2]=1, predict the reactants needed to synthesize it. The reactants are: [C:1]1([C:6]2[CH:7]=[C:8]([CH:14]=[CH:15][CH:16]=2)[C:9](OCC)=[O:10])[CH2:5][CH2:4][CH2:3][CH:2]=1.[H-].[H-].[H-].[H-].[Li+].[Al+3].[OH-].[Na+]. (4) Given the product [OH:12][C@H:13]([CH2:14][CH2:15][C:16]1[CH:21]=[CH:20][CH:19]=[CH:18][CH:17]=1)[C@@H:10]([CH2:1][CH2:2][CH2:3][CH2:4][CH2:5][CH2:6][CH2:7][CH2:8][CH3:9])[C:11]([NH2:23])=[O:22], predict the reactants needed to synthesize it. The reactants are: [CH2:1]([C@@H:10]1[C@@H:13]([CH2:14][CH2:15][C:16]2[CH:21]=[CH:20][CH:19]=[CH:18][CH:17]=2)[O:12][C:11]1=[O:22])[CH2:2][CH2:3][CH2:4][CH2:5][CH2:6][CH2:7][CH2:8][CH3:9].[NH3:23]. (5) Given the product [Br:41][CH2:20][CH2:19][C:5]1[C:4]2[C:8](=[CH:9][C:10]([Cl:11])=[C:2]([Cl:1])[CH:3]=2)[NH:7][C:6]=1[Si:12]([CH2:17][CH3:18])([CH2:15][CH3:16])[CH2:13][CH3:14], predict the reactants needed to synthesize it. The reactants are: [Cl:1][C:2]1[CH:3]=[C:4]2[C:8](=[CH:9][C:10]=1[Cl:11])[NH:7][C:6]([Si:12]([CH2:17][CH3:18])([CH2:15][CH3:16])[CH2:13][CH3:14])=[C:5]2[CH2:19][CH2:20]O.C1(P(C2C=CC=CC=2)C2C=CC=CC=2)C=CC=CC=1.[Br:41]C(Br)(Br)Br. (6) The reactants are: [Cl:1][C:2]1[C:11]2[C:6](=[CH:7][CH:8]=[C:9]([Cl:12])[CH:10]=2)[N:5]=[C:4]([N:13]2[CH2:19][CH2:18][CH2:17][C:16]3[CH:20]=[C:21]([C:24]([O:26]C)=[O:25])[CH:22]=[CH:23][C:15]=3[CH2:14]2)[CH:3]=1.CO.[OH-].[Na+].Cl. Given the product [Cl:1][C:2]1[C:11]2[C:6](=[CH:7][CH:8]=[C:9]([Cl:12])[CH:10]=2)[N:5]=[C:4]([N:13]2[CH2:19][CH2:18][CH2:17][C:16]3[CH:20]=[C:21]([C:24]([OH:26])=[O:25])[CH:22]=[CH:23][C:15]=3[CH2:14]2)[CH:3]=1, predict the reactants needed to synthesize it. (7) Given the product [O:29]=[C:27]1[NH:26][C:25](=[O:30])[CH:24]([CH2:23][C:20]2[CH:19]=[CH:18][C:17]([C:13]3[CH:14]=[CH:15][CH:16]=[C:11]([CH2:10][N:9]([CH3:8])[C:36]([C:35]4[O:31][N:32]=[CH:33][CH:34]=4)=[O:37])[CH:12]=3)=[CH:22][CH:21]=2)[S:28]1, predict the reactants needed to synthesize it. The reactants are: FC(F)(F)C(O)=O.[CH3:8][NH:9][CH2:10][C:11]1[CH:12]=[C:13]([C:17]2[CH:22]=[CH:21][C:20]([CH2:23][CH:24]3[S:28][C:27](=[O:29])[NH:26][C:25]3=[O:30])=[CH:19][CH:18]=2)[CH:14]=[CH:15][CH:16]=1.[O:31]1[C:35]([C:36](Cl)=[O:37])=[CH:34][CH:33]=[N:32]1. (8) Given the product [Cl:12][C:13]1[CH:14]=[C:15]2[C:16](=[CH:17][CH:18]=1)[NH:19][C:2]([C:4]1[CH:9]=[CH:8][C:7]([Cl:10])=[CH:6][C:5]=1[Cl:11])=[CH:1]2, predict the reactants needed to synthesize it. The reactants are: [CH3:1][C:2]([C:4]1[CH:9]=[CH:8][C:7]([Cl:10])=[CH:6][C:5]=1[Cl:11])=O.[Cl:12][C:13]1[CH:18]=[CH:17][C:16]([NH:19]N)=[CH:15][CH:14]=1. (9) Given the product [F:8][C:9]1[CH:10]=[C:11]([C@H:12]([OH:13])[CH:14]2[CH2:19][CH2:18][CH2:17][N:16]([C:20]([O:22][C:23]([CH3:25])([CH3:24])[CH3:26])=[O:21])[CH2:15]2)[CH:27]=[CH:28][CH:29]=1, predict the reactants needed to synthesize it. The reactants are: C1(C)C=CC=CC=1.[F:8][C:9]1[CH:10]=[C:11]([CH:27]=[CH:28][CH:29]=1)[C:12]([C@@H:14]1[CH2:19][CH2:18][CH2:17][N:16]([C:20]([O:22][C:23]([CH3:26])([CH3:25])[CH3:24])=[O:21])[CH2:15]1)=[O:13].CO.